From a dataset of Reaction yield outcomes from USPTO patents with 853,638 reactions. Predict the reaction yield, written as a fraction of the theoretical maximum amount of product (1.0 means a 100% yield; for example, 0.34 means a 34% yield). (1) The reactants are [CH2:1]([O:3][P:4]([CH2:19][P:20]([O:25][CH2:26][CH3:27])([O:22][CH2:23][CH3:24])=[O:21])([C:6]1[CH:7]=[C:8]2[C:13](=[CH:14][CH:15]=1)[O:12][C:11](=[O:16])[CH2:10][C:9]2([CH3:18])[CH3:17])=[O:5])[CH3:2].[OH-:28].[K+]. The catalyst is CO. The product is [OH:12][C:13]1[CH:14]=[CH:15][C:6]([P:4]([O:3][CH2:1][CH3:2])([CH2:19][P:20]([O:25][CH2:26][CH3:27])([O:22][CH2:23][CH3:24])=[O:21])=[O:5])=[CH:7][C:8]=1[C:9]([CH3:18])([CH3:17])[CH2:10][C:11]([OH:16])=[O:28]. The yield is 1.05. (2) The reactants are [F:1][C:2]1[CH:7]=[CH:6][C:5]([F:8])=[CH:4][C:3]=1[S:9]([NH:12][C:13]1[CH:14]=[C:15]([CH:20]=[CH:21][CH:22]=1)[C:16]([O:18]C)=O)(=[O:11])=[O:10].[Cl:23][C:24]1[N:29]=[C:28]([CH3:30])[CH:27]=[CH:26][N:25]=1. No catalyst specified. The product is [Cl:23][C:24]1[N:29]=[C:28](/[CH:30]=[C:16](/[C:15]2[CH:14]=[C:13]([NH:12][S:9]([C:3]3[CH:4]=[C:5]([F:8])[CH:6]=[CH:7][C:2]=3[F:1])(=[O:10])=[O:11])[CH:22]=[CH:21][CH:20]=2)\[OH:18])[CH:27]=[CH:26][N:25]=1. The yield is 0.853.